Dataset: Catalyst prediction with 721,799 reactions and 888 catalyst types from USPTO. Task: Predict which catalyst facilitates the given reaction. (1) Reactant: [NH2:1][C:2]1[C:7]([C:8](=[O:10])[NH2:9])=[CH:6][CH:5]=[CH:4][C:3]=1[NH:11][C:12]([C:14]1[CH:23]=[CH:22][C:17]([C:18]([O:20][CH3:21])=[O:19])=[CH:16][N:15]=1)=O. Product: [C:8]([C:7]1[C:2]2[N:1]=[C:12]([C:14]3[CH:23]=[CH:22][C:17]([C:18]([O:20][CH3:21])=[O:19])=[CH:16][N:15]=3)[NH:11][C:3]=2[CH:4]=[CH:5][CH:6]=1)(=[O:10])[NH2:9]. The catalyst class is: 15. (2) Reactant: [CH3:1][C:2]([C:5]([NH2:7])=[NH:6])([CH3:4])[CH3:3].Cl.CC[O-].[Na+].C([O:15][CH:16]=[C:17]([C:23](OCC)=O)[C:18]([O:20][CH2:21][CH3:22])=[O:19])C. Product: [C:2]([C:5]1[N:7]=[C:16]([OH:15])[C:17]([C:18]([O:20][CH2:21][CH3:22])=[O:19])=[CH:23][N:6]=1)([CH3:4])([CH3:3])[CH3:1]. The catalyst class is: 14. (3) The catalyst class is: 3. Product: [CH3:20][O:1][C:2]1[CH:3]=[CH:4][C:5]([CH:8]2[CH2:9][CH2:10][CH:11]([CH2:14][C:15]([O:17][CH2:18][CH3:19])=[O:16])[CH2:12][CH2:13]2)=[CH:6][CH:7]=1. Reactant: [OH:1][C:2]1[CH:7]=[CH:6][C:5]([CH:8]2[CH2:13][CH2:12][CH:11]([CH2:14][C:15]([O:17][CH2:18][CH3:19])=[O:16])[CH2:10][CH2:9]2)=[CH:4][CH:3]=1.[C:20]([O-])([O-])=O.[Cs+].[Cs+].IC. (4) Reactant: C(OC(=O)[NH:10][CH:11]1[CH2:14][CH:13]([CH2:15][N:16]2[CH2:21][CH2:20][S:19](=[O:23])(=[O:22])[CH2:18][CH2:17]2)[CH2:12]1)C1C=CC=CC=1. Product: [O:23]=[S:19]1(=[O:22])[CH2:20][CH2:21][N:16]([CH2:15][C@@H:13]2[CH2:12][C@H:11]([NH2:10])[CH2:14]2)[CH2:17][CH2:18]1. The catalyst class is: 63.